From a dataset of Drug-target binding data from BindingDB using IC50 measurements. Regression. Given a target protein amino acid sequence and a drug SMILES string, predict the binding affinity score between them. We predict pIC50 (pIC50 = -log10(IC50 in M); higher means more potent). Dataset: bindingdb_ic50. (1) The drug is COc1ccc(/C(C)=N/N=C(/N)S)cc1OC1CCCC1. The target protein (P14644) has sequence NSSRTSSAASDLHGEDMIVTPFAQVLASLRTVRSNVAALAHGAGSATRQALLGTPPQSSQQAAPAEESGLQLAQETLEELDWCLEQLETLQTRRSVGEMASNKFKRMLNRELTHLSETSRSGNQVSEYISQTFLDQQAEVELPAPPTEDHPWPMAQITGLRKSCHTSLPTAAIPRFGVQTDQEEQLAKELEDTNKWGLDVFKVAELSGNRPLTAVIFRVLQERDLLKTFQIPADTLLRYLLTLEGHYHSNVAYHNSIHAADVVQSAHVLLGTPALEAVFTDLEVLAAIFACAIHDVDHPGVSNQFLINTNSELALMYNDSSVLENHHLAVGFKLLQGENCDIFQNLSTKQKLSLRRMVIDMVLATDMSKHMSLLADLKTMVETKKVTSLGVLLLDNYSDRIQVLQSLVHCADLSNPAKPLPLYRQWTERIMAEFFQQGDRERESGLDISPMCDKHTASVEKSQVGFIDYIAHPLWETWADLVHPDAQELLDTLEDNREWY.... The pIC50 is 8.3. (2) The small molecule is CN(C)CCOc1ccc(/C(=C(/CCCO)c2ccccc2)c2ccc(Br)cc2)cc1.Cl. The target protein (O95718) has sequence MSSDDRHLGSSCGSFIKTEPSSPSSGIDALSHHSPSGSSDASGGFGLALGTHANGLDSPPMFAGAGLGGTPCRKSYEDCASGIMEDSAIKCEYMLNAIPKRLCLVCGDIASGYHYGVASCEACKAFFKRTIQGNIEYSCPATNECEITKRRRKSCQACRFMKCLKVGMLKEGVRLDRVRGGRQKYKRRLDSESSPYLSLQISPPAKKPLTKIVSYLLVAEPDKLYAMPPPGMPEGDIKALTTLCDLADRELVVIIGWAKHIPGFSSLSLGDQMSLLQSAWMEILILGIVYRSLPYDDKLVYAEDYIMDEEHSRLAGLLELYRAILQLVRRYKKLKVEKEEFVTLKALALANSDSMYIEDLEAVQKLQDLLHEALQDYELSQRHEEPWRTGKLLLTLPLLRQTAAKAVQHFYSVKLQGKVPMHKLFLEMLEAKV. The pIC50 is 5.2. (3) The drug is CCc1c(C(=O)C(N)=O)c2c(OCC(C)=O)cccn2c1Cc1ccccc1-c1ccccc1. The target protein (Q9Z0Y2) has sequence MKLLLLAALLTAGAAAHSISPRAVWQFRNMIKCTIPGSDPLKDYNNYGCYCGLGGWGTPVDDLDRCCQTHDHCYSQAKKLESCKFLIDNPYTNTYSYSCSGSEITCSAKNNKCEDFICNCDREAAICFSKVPYNKEYKNLDTGKFC. The pIC50 is 5.9. (4) The compound is COC(=O)[C@@](O)(Cc1cc(O[C@H]2CC[C@H](C)CC2)ccn1)[C@@H](N)CC(C)C. The target protein (P97629) has sequence METFTNDRLQLPRNMIENSMFEEEPDVVDLAKEPCLHPLEPDEVEYEPRGSRLLVRGLGEHEMDEDEEDYESSAKLLGMSFMNRSSGLRNSATGYRQSPDGTCSVPSARTLVICVFVIVVAVSVIMVIYLLPRCTFTKEGCHKTNQSAELIQPIATNGKVFPWAQIRLPTAIIPQRYELSLHPNLTSMTFRGSVTISLQALQDTRDIILHSTGHNISSVTFMSAVSSQEKQVEILEYPYHEQIAVVAPESLLTGHNYTLKIEYSANISNSYYGFYGITYTDKSNEKKNFAATQFEPLAARSAFPCFDEPAFKATFIIKITRDEHHTALSNMPKKSSVPTEEGLIQDEFSESVKMSTYLVAFIVGEMRNLSQDVNGTLVSVYAVPEKIDQVYHALDTTVKLLEFYQNYFEIQYPLKKLDLVAIPDFEAGAMENWGLLTFREETLLYDNATSSVADRKLVTKIIAHELAHQWFGNLVTMQWWNDLWLNEGFATFMEYFSVEK.... The pIC50 is 8.0. (5) The small molecule is OC[C@H]1N[C@H](CO)[C@@H](O)[C@@H]1O. The target protein (P28494) has sequence MKLSRQFTVFGSAIFCVVIFSLYLMLDRGHLDYPRGPRQEGSFPQGQLSILQEKIDHLERLLAENNEIISNIRDSVINLSESVEDGPRGPAGNASQGSAHLHSAQLALQADPKDCLFASQSGNQHRDVQMLDVYDLIPFDNPDGGVWKQGFDIKYEADEWDREPLQVFVVPHSHNDPGWLKTFNDYFRDKTQYIFNNMVLKLKEDSSRKFIWSEISYLAKWWDIIDNPKKEAVKSLLQNGQLEIVTGGWVMADEATTHYFALIDQLIEGHQWLEKNLGVKPRSGWAIDPFGHSPTMTYLLKRAGFSHMLIQRVHYSVKKHFSLQKTLEFFWRQNWDLGSTTDILCHMMPFYSYDIPHTCGPDPKICCQFDFKRLPGGRYGCPWGVPPEAISPGNVQSRAQMLLDQYRKKSKLFRTKVLLAPLGDDFRFSEYTEWDLQYRNYEQLFSYMNSQPHLKVKIQFGTLSDYFDALEKSVAAEKKGGQSVFPALSGDFFTYADRDD.... The pIC50 is 4.3. (6) The compound is O=C([O-])C1=CS[C@@H]2/C(=C\c3cc4c(s3)CCN(Cc3cccnc3)C4)C(=O)N12. The target protein (P52663) has sequence MSLNVKQSRIAILFSSCLISISFFSQANTKGIDEIKNLETDFNGRIGVYALDTGSGKSFSYRANERFPLCSSFKGFLAAAVLKGSQDNRLNLNQIVNYNTRSLEFHSPITTKYKDNGMSLGDMAAAALQYSDNGATNIILERYIGGPEGMTKFMRSIGDEDFRLDRWELDLNTAIPGDERDTSTPAAVAKSLKTLALGNILSEHEKETYQTWLKGNTTGAARIRASVPSDWVVGDKTGSCGAYGTANDYAVVWPKNRAPLIISVYTTKNEKEAKHEDKVIAEASRIAIDNLK. The pIC50 is 7.4. (7) The small molecule is O=C(NCC(F)(F)F)[C@@H]1CN(Cc2ccc(-c3cccnc3)o2)CCN1C[C@@H](O)C[C@@H](Cc1ccccc1)C(=O)N[C@H]1c2ccccc2OC[C@H]1O. The target protein sequence is PQITLWKRPIVTIKIGGQLKEALLDTGADDTVLEEMNLPGRWKPKIIGGIGGFVKVREYDQIPVEICGHKAIGTVLIGPTPFNVIGRNLMTQLGCTLNF. The pIC50 is 9.4.